This data is from Forward reaction prediction with 1.9M reactions from USPTO patents (1976-2016). The task is: Predict the product of the given reaction. (1) Given the reactants [NH:1]1[CH2:6][CH2:5][CH:4]([C:7]2[N:15]3[C:10]([C:11]([NH2:16])=[N:12][CH:13]=[N:14]3)=[C:9]([C:17]3[CH:18]=[CH:19][C:20]4[C:24]([CH:25]=3)=[N:23][N:22]([CH2:26][C:27]3[CH:28]=[N:29][CH:30]=[CH:31][CH:32]=3)[CH:21]=4)[CH:8]=2)[CH2:3][CH2:2]1.[Cl-].ClC[C:36]([N:38]([CH3:40])[CH3:39])=[O:37], predict the reaction product. The product is: [NH2:16][C:11]1[C:10]2=[C:9]([C:17]3[CH:18]=[CH:19][C:20]4[C:24]([CH:25]=3)=[N:23][N:22]([CH2:26][C:27]3[CH:28]=[N:29][CH:30]=[CH:31][CH:32]=3)[CH:21]=4)[CH:8]=[C:7]([CH:4]3[CH2:3][CH2:2][N:1]([C:36]([N:38]([CH3:40])[CH3:39])=[O:37])[CH2:6][CH2:5]3)[N:15]2[N:14]=[CH:13][N:12]=1. (2) Given the reactants [NH2:1][C:2]1[CH:7]=[C:6]([O:8][C:9]2[C:14]([F:15])=[CH:13][C:12]([NH:16][C:17]([C:19]3([C:22]([NH:24][C:25]4[CH:30]=[CH:29][C:28]([F:31])=[CH:27][CH:26]=4)=[O:23])[CH2:21][CH2:20]3)=[O:18])=[C:11]([F:32])[CH:10]=2)[CH:5]=[CH:4][N:3]=1.[F:33][C:34]([CH3:39])([CH3:38])[C:35](O)=[O:36].CN(C(ON1N=NC2C=CC=NC1=2)=[N+](C)C)C.F[P-](F)(F)(F)(F)F.CCN(C(C)C)C(C)C, predict the reaction product. The product is: [F:32][C:11]1[CH:10]=[C:9]([O:8][C:6]2[CH:5]=[CH:4][N:3]=[C:2]([NH:1][C:35](=[O:36])[C:34]([F:33])([CH3:39])[CH3:38])[CH:7]=2)[C:14]([F:15])=[CH:13][C:12]=1[NH:16][C:17]([C:19]1([C:22]([NH:24][C:25]2[CH:26]=[CH:27][C:28]([F:31])=[CH:29][CH:30]=2)=[O:23])[CH2:21][CH2:20]1)=[O:18]. (3) The product is: [CH3:1][O:2][C:3]1[CH:4]=[C:5]([CH:32]=[CH:33][C:34]=1[O:35][CH3:36])[CH2:6][CH:7]1[C:13]2[CH:14]=[C:15]([O:20][CH3:21])[C:16]([O:18][CH3:19])=[CH:17][C:12]=2[CH2:11][CH2:10][CH2:9][N:8]1[CH:22]([C:26]1[CH:27]=[CH:28][CH:29]=[CH:30][CH:31]=1)[C:23]([NH:44][CH2:43][C:39]1[CH:38]=[N:37][CH:42]=[CH:41][CH:40]=1)=[O:24]. Given the reactants [CH3:1][O:2][C:3]1[CH:4]=[C:5]([CH:32]=[CH:33][C:34]=1[O:35][CH3:36])[CH2:6][CH:7]1[C:13]2[CH:14]=[C:15]([O:20][CH3:21])[C:16]([O:18][CH3:19])=[CH:17][C:12]=2[CH2:11][CH2:10][CH2:9][N:8]1[CH:22]([C:26]1[CH:31]=[CH:30][CH:29]=[CH:28][CH:27]=1)[C:23](O)=[O:24].[N:37]1[CH:42]=[CH:41][CH:40]=[C:39]([CH2:43][NH2:44])[CH:38]=1, predict the reaction product. (4) Given the reactants [Cl:1][C:2]1[CH:3]=[N:4][C:5]([OH:11])=[C:6]([CH:10]=1)[C:7]([OH:9])=O.[CH3:12][C:13]([C:16]1[CH:17]=[C:18]([CH:20]=[C:21]([C:23]([CH3:26])([CH3:25])[CH3:24])[CH:22]=1)[NH2:19])([CH3:15])[CH3:14], predict the reaction product. The product is: [CH3:15][C:13]([C:16]1[CH:17]=[C:18]([NH:19][C:7](=[O:9])[C:6]2[CH:10]=[C:2]([Cl:1])[CH:3]=[N:4][C:5]=2[OH:11])[CH:20]=[C:21]([C:23]([CH3:26])([CH3:25])[CH3:24])[CH:22]=1)([CH3:12])[CH3:14]. (5) Given the reactants [CH3:1][C:2]1[CH:3]=[C:4]([OH:21])[CH:5]=[CH:6][C:7]=1[N:8]1[C:12]2[CH:13]=[CH:14][CH:15]=[C:16]([C:17]([F:20])([F:19])[F:18])[C:11]=2[N:10]=[CH:9]1.F[C:23]1[CH:28]=[CH:27][C:26]([S:29]([CH3:32])(=[O:31])=[O:30])=[CH:25][CH:24]=1, predict the reaction product. The product is: [CH3:1][C:2]1[CH:3]=[C:4]([O:21][C:23]2[CH:28]=[CH:27][C:26]([S:29]([CH3:32])(=[O:31])=[O:30])=[CH:25][CH:24]=2)[CH:5]=[CH:6][C:7]=1[N:8]1[C:12]2[CH:13]=[CH:14][CH:15]=[C:16]([C:17]([F:20])([F:19])[F:18])[C:11]=2[N:10]=[CH:9]1. (6) The product is: [CH3:14][NH:13][C:11]([C:10]1[CH:15]=[CH:16][CH:17]=[CH:18][C:9]=1[NH:8][C:6]1[C:5]([C:19]([F:22])([F:21])[F:20])=[CH:4][N:3]=[C:2]([NH:23][C:24]2[CH:29]=[CH:28][C:27]([CH:30]([P:32](=[O:39])([O:33][CH2:34][CH3:35])[O:36][CH2:37][CH3:38])[O:31][CH2:5][C:19]([F:22])([F:21])[F:20])=[CH:26][CH:25]=2)[N:7]=1)=[O:12]. Given the reactants Cl[C:2]1[N:7]=[C:6]([NH:8][C:9]2[CH:18]=[CH:17][CH:16]=[CH:15][C:10]=2[C:11]([NH:13][CH3:14])=[O:12])[C:5]([C:19]([F:22])([F:21])[F:20])=[CH:4][N:3]=1.[NH2:23][C:24]1[CH:29]=[CH:28][C:27]([CH:30]([P:32](=[O:39])([O:36][CH2:37][CH3:38])[O:33][CH2:34][CH3:35])[OH:31])=[CH:26][CH:25]=1, predict the reaction product. (7) Given the reactants [CH3:1][C:2]1([CH3:8])[CH2:7][CH2:6][CH2:5][CH2:4][CH2:3]1.[N+](C1C=CC=CC=1)([O-])=[O:10], predict the reaction product. The product is: [CH3:1][C:2]1([CH3:8])[CH2:7][CH2:6][C:5](=[O:10])[CH2:4][CH2:3]1.